From a dataset of Full USPTO retrosynthesis dataset with 1.9M reactions from patents (1976-2016). Predict the reactants needed to synthesize the given product. Given the product [CH3:38][N:39]1[C:44]2[CH:45]=[CH:46][C:47]([S:49]([N:18]3[C:19]4[C:15](=[C:14]([N:11]5[CH2:12][CH2:13][N:8]([C:6]([O:5][C:1]([CH3:4])([CH3:2])[CH3:3])=[O:7])[CH2:9][CH2:10]5)[CH:22]=[CH:21][CH:20]=4)[CH:16]=[CH:17]3)(=[O:51])=[O:50])=[CH:48][C:43]=2[O:42][CH2:41][CH2:40]1, predict the reactants needed to synthesize it. The reactants are: [C:1]([O:5][C:6]([N:8]1[CH2:13][CH2:12][N:11]([C:14]2[CH:22]=[CH:21][CH:20]=[C:19]3[C:15]=2[CH:16]=[CH:17][NH:18]3)[CH2:10][CH2:9]1)=[O:7])([CH3:4])([CH3:3])[CH3:2].CN(C)C=O.C[Si]([N-][Si](C)(C)C)(C)C.[Na+].[CH3:38][N:39]1[C:44]2[CH:45]=[CH:46][C:47]([S:49](Cl)(=[O:51])=[O:50])=[CH:48][C:43]=2[O:42][CH2:41][CH2:40]1.